Dataset: Catalyst prediction with 721,799 reactions and 888 catalyst types from USPTO. Task: Predict which catalyst facilitates the given reaction. Reactant: [NH2:1][C:2]1[C:7]([NH:8][C:9](N2C(C)=CC=CC2=O)=O)=[CH:6][CH:5]=[C:4]([N:19]2[CH2:24][CH2:23][CH2:22][C@@H:21]([C:25]([N:27]3[CH2:31][CH2:30][CH2:29][CH2:28]3)=[O:26])[CH2:20]2)[N:3]=1.CO.[CH2:34]([OH:38])[CH:35](C)[CH3:36].C[O-].[Na+]. Product: [CH3:2][C:7]1[N:8]([CH2:9][C:9]2[NH:1][C:2]3=[N:3][C:4]([N:19]4[CH2:24][CH2:23][CH2:22][C@@H:21]([C:25]([N:27]5[CH2:28][CH2:29][CH2:30][CH2:31]5)=[O:26])[CH2:20]4)=[CH:5][CH:6]=[C:7]3[N:8]=2)[C:34](=[O:38])[CH:35]=[CH:36][CH:6]=1. The catalyst class is: 6.